Dataset: NCI-60 drug combinations with 297,098 pairs across 59 cell lines. Task: Regression. Given two drug SMILES strings and cell line genomic features, predict the synergy score measuring deviation from expected non-interaction effect. (1) Cell line: HOP-92. Synergy scores: CSS=55.8, Synergy_ZIP=-4.06, Synergy_Bliss=-3.81, Synergy_Loewe=-9.09, Synergy_HSA=0.760. Drug 2: N.N.Cl[Pt+2]Cl. Drug 1: C1CC(C1)(C(=O)O)C(=O)O.[NH2-].[NH2-].[Pt+2]. (2) Drug 1: C1CN1P(=S)(N2CC2)N3CC3. Drug 2: CCC1(C2=C(COC1=O)C(=O)N3CC4=CC5=C(C=CC(=C5CN(C)C)O)N=C4C3=C2)O.Cl. Cell line: OVCAR-5. Synergy scores: CSS=42.1, Synergy_ZIP=-11.0, Synergy_Bliss=-4.26, Synergy_Loewe=-1.71, Synergy_HSA=-0.360. (3) Drug 1: C1=CC(=CC=C1C#N)C(C2=CC=C(C=C2)C#N)N3C=NC=N3. Drug 2: N.N.Cl[Pt+2]Cl. Cell line: NCI/ADR-RES. Synergy scores: CSS=33.6, Synergy_ZIP=-7.99, Synergy_Bliss=-4.25, Synergy_Loewe=-8.38, Synergy_HSA=-7.74. (4) Drug 1: CC1=CC2C(CCC3(C2CCC3(C(=O)C)OC(=O)C)C)C4(C1=CC(=O)CC4)C. Drug 2: C1=C(C(=O)NC(=O)N1)N(CCCl)CCCl. Cell line: A549. Synergy scores: CSS=21.5, Synergy_ZIP=-6.38, Synergy_Bliss=-1.21, Synergy_Loewe=-13.6, Synergy_HSA=0.347. (5) Drug 1: C1=CC(=CC=C1C#N)C(C2=CC=C(C=C2)C#N)N3C=NC=N3. Drug 2: C(=O)(N)NO. Cell line: SK-MEL-5. Synergy scores: CSS=2.71, Synergy_ZIP=2.44, Synergy_Bliss=-3.24, Synergy_Loewe=-1.55, Synergy_HSA=-7.82. (6) Drug 1: C1CCC(C1)C(CC#N)N2C=C(C=N2)C3=C4C=CNC4=NC=N3. Drug 2: CC1=CC=C(C=C1)C2=CC(=NN2C3=CC=C(C=C3)S(=O)(=O)N)C(F)(F)F. Cell line: SNB-19. Synergy scores: CSS=-1.01, Synergy_ZIP=1.34, Synergy_Bliss=-1.68, Synergy_Loewe=-5.26, Synergy_HSA=-4.67.